Task: Regression. Given a peptide amino acid sequence and an MHC pseudo amino acid sequence, predict their binding affinity value. This is MHC class I binding data.. Dataset: Peptide-MHC class I binding affinity with 185,985 pairs from IEDB/IMGT (1) The peptide sequence is NQLVKDESI. The MHC is HLA-A26:01 with pseudo-sequence HLA-A26:01. The binding affinity (normalized) is 0. (2) The peptide sequence is AVHGYYIGY. The MHC is HLA-B08:03 with pseudo-sequence HLA-B08:03. The binding affinity (normalized) is 0.0847.